Dataset: Catalyst prediction with 721,799 reactions and 888 catalyst types from USPTO. Task: Predict which catalyst facilitates the given reaction. (1) Reactant: Cl.O.[F:3][C:4]1[CH:36]=[N:35][CH:34]=[CH:33][C:5]=1[C:6]([NH:8][C:9]12[C:27](=[O:28])[C:26]3[C:21](=[CH:22][CH:23]=[CH:24][C:25]=3[N+:29]([O-])=O)[C:10]1([OH:32])[O:11][C:12]1[CH:17]=[C:16]([CH:18]([CH3:20])[CH3:19])[CH:15]=[CH:14][C:13]=12)=[O:7]. Product: [NH2:29][C:25]1[CH:24]=[CH:23][CH:22]=[C:21]2[C:26]=1[C:27](=[O:28])[C:9]1([NH:8][C:6](=[O:7])[C:5]3[CH:33]=[CH:34][N:35]=[CH:36][C:4]=3[F:3])[C:13]3[CH:14]=[CH:15][C:16]([CH:18]([CH3:20])[CH3:19])=[CH:17][C:12]=3[O:11][C:10]12[OH:32]. The catalyst class is: 186. (2) Reactant: [H-].[Al+3].[Li+].[H-].[H-].[H-].[F:7][C:8]1[CH:9]=[C:10]([CH:15]([C:21]2[CH:26]=[CH:25][C:24]([C:27]3[CH:28]=[N:29][NH:30][CH:31]=3)=[CH:23][CH:22]=2)[CH2:16][C:17]([NH:19][CH3:20])=O)[CH:11]=[CH:12][C:13]=1[F:14].[Cl-].[Al+3].[Cl-].[Cl-].C1(C)C=CC=CC=1. Product: [F:7][C:8]1[CH:9]=[C:10]([CH:15]([C:21]2[CH:26]=[CH:25][C:24]([C:27]3[CH:31]=[N:30][NH:29][CH:28]=3)=[CH:23][CH:22]=2)[CH2:16][CH2:17][NH:19][CH3:20])[CH:11]=[CH:12][C:13]=1[F:14]. The catalyst class is: 27.